Dataset: Forward reaction prediction with 1.9M reactions from USPTO patents (1976-2016). Task: Predict the product of the given reaction. Given the reactants Cl[C:2]1[CH2:6][C@H:5]([CH:7]2[CH2:11][CH2:10][CH2:9][CH2:8]2)[N:4]([C:12]2[CH:19]=[CH:18][C:15]([C:16]#[N:17])=[C:14]([CH3:20])[N:13]=2)[N:3]=1.CC1(C)C(C)(C)OB([C:29]2[CH:39]=[CH:38][C:32]3[O:33][CH2:34][C:35](=[O:37])[NH:36][C:31]=3[CH:30]=2)O1, predict the reaction product. The product is: [CH:7]1([C@@H:5]2[N:4]([C:12]3[CH:19]=[CH:18][C:15]([C:16]#[N:17])=[C:14]([CH3:20])[N:13]=3)[N:3]=[C:2]([C:29]3[CH:39]=[CH:38][C:32]4[O:33][CH2:34][C:35](=[O:37])[NH:36][C:31]=4[CH:30]=3)[CH2:6]2)[CH2:11][CH2:10][CH2:9][CH2:8]1.